This data is from Forward reaction prediction with 1.9M reactions from USPTO patents (1976-2016). The task is: Predict the product of the given reaction. Given the reactants [OH-].[Na+].[C:3]1([C:9]2[C:17]3[C:12](=[CH:13][CH:14]=[CH:15][CH:16]=3)[N:11]([C:18]3[S:19][CH:20]=[C:21]([C:23]([O:25]CC)=[O:24])[N:22]=3)[N:10]=2)[CH:8]=[CH:7][CH:6]=[CH:5][CH:4]=1.Cl, predict the reaction product. The product is: [C:3]1([C:9]2[C:17]3[C:12](=[CH:13][CH:14]=[CH:15][CH:16]=3)[N:11]([C:18]3[S:19][CH:20]=[C:21]([C:23]([OH:25])=[O:24])[N:22]=3)[N:10]=2)[CH:8]=[CH:7][CH:6]=[CH:5][CH:4]=1.